The task is: Predict the reaction yield, written as a fraction of the theoretical maximum amount of product (1.0 means a 100% yield; for example, 0.34 means a 34% yield).. This data is from Reaction yield outcomes from USPTO patents with 853,638 reactions. The reactants are [NH2:1][C:2]1[C:7]([C:8]2[O:12][N:11]=[C:10]([CH2:13][C:14]3[CH:19]=[CH:18][C:17]([OH:20])=[CH:16][CH:15]=3)[CH:9]=2)=[CH:6][CH:5]=[CH:4][N:3]=1.[OH-].[Na+].[N:23]1[CH:28]=[CH:27][CH:26]=[CH:25][C:24]=1[CH2:29]Cl. The catalyst is CO. The product is [N:23]1[CH:28]=[CH:27][CH:26]=[CH:25][C:24]=1[CH2:29][O:20][C:17]1[CH:18]=[CH:19][C:14]([CH2:13][C:10]2[CH:9]=[C:8]([C:7]3[C:2]([NH2:1])=[N:3][CH:4]=[CH:5][CH:6]=3)[O:12][N:11]=2)=[CH:15][CH:16]=1. The yield is 0.390.